This data is from Peptide-MHC class I binding affinity with 185,985 pairs from IEDB/IMGT. The task is: Regression. Given a peptide amino acid sequence and an MHC pseudo amino acid sequence, predict their binding affinity value. This is MHC class I binding data. (1) The peptide sequence is ELAYYNSCM. The MHC is HLA-A02:06 with pseudo-sequence HLA-A02:06. The binding affinity (normalized) is 0.244. (2) The peptide sequence is TRKIRSEEL. The MHC is HLA-B27:05 with pseudo-sequence HLA-B27:05. The binding affinity (normalized) is 0.0847. (3) The peptide sequence is SLGQYIYET. The MHC is HLA-A02:12 with pseudo-sequence HLA-A02:12. The binding affinity (normalized) is 0.733. (4) The peptide sequence is TGIVSSMHY. The MHC is HLA-A23:01 with pseudo-sequence HLA-A23:01. The binding affinity (normalized) is 0.0847. (5) The peptide sequence is FLPQNGQFI. The MHC is H-2-Db with pseudo-sequence H-2-Db. The binding affinity (normalized) is 0.236. (6) The peptide sequence is WYWGPSLYSI. The MHC is Patr-A0701 with pseudo-sequence Patr-A0701. The binding affinity (normalized) is 0.317. (7) The peptide sequence is RSLYNTVATLY. The MHC is HLA-B27:05 with pseudo-sequence HLA-B27:05. The binding affinity (normalized) is 0.172. (8) The peptide sequence is AYDHGNVIL. The MHC is HLA-A69:01 with pseudo-sequence HLA-A69:01. The binding affinity (normalized) is 0.0847. (9) The peptide sequence is KIDKLTFQIY. The MHC is HLA-A33:01 with pseudo-sequence HLA-A33:01. The binding affinity (normalized) is 0.124.